This data is from Peptide-MHC class II binding affinity with 134,281 pairs from IEDB. The task is: Regression. Given a peptide amino acid sequence and an MHC pseudo amino acid sequence, predict their binding affinity value. This is MHC class II binding data. The peptide sequence is SVVVQDPKNVYQRGT. The MHC is HLA-DQA10102-DQB10501 with pseudo-sequence HLA-DQA10102-DQB10501. The binding affinity (normalized) is 0.317.